From a dataset of Reaction yield outcomes from USPTO patents with 853,638 reactions. Predict the reaction yield, written as a fraction of the theoretical maximum amount of product (1.0 means a 100% yield; for example, 0.34 means a 34% yield). (1) The reactants are Cl[C:2]1[C:3]2[CH2:17][CH2:16][CH2:15][C:4]=2[N:5]=[C:6]([C:8]2[CH:13]=[CH:12][CH:11]=[C:10]([Cl:14])[CH:9]=2)[N:7]=1.[O:18]1[CH:22]=[CH:21][N:20]=[C:19]1[CH2:23][C:24]1[CH:30]=[CH:29][C:27]([NH2:28])=[CH:26][CH:25]=1. No catalyst specified. The product is [Cl:14][C:10]1[CH:9]=[C:8]([C:6]2[N:7]=[C:2]([NH:28][C:27]3[CH:26]=[CH:25][C:24]([CH2:23][C:19]4[O:18][CH:22]=[CH:21][N:20]=4)=[CH:30][CH:29]=3)[C:3]3[CH2:17][CH2:16][CH2:15][C:4]=3[N:5]=2)[CH:13]=[CH:12][CH:11]=1. The yield is 0.580. (2) The reactants are [CH3:1][O:2][C:3]1[CH:4]=[C:5]2[C:10](=[CH:11][C:12]=1[O:13][CH3:14])[N:9]=[CH:8][N:7]=[C:6]2[O:15][C:16]1[CH:22]=[CH:21][C:19]([NH2:20])=[CH:18][CH:17]=1.C(N(CC)CC)C.ClC(Cl)(O[C:34](=[O:40])OC(Cl)(Cl)Cl)Cl.[NH2:42][C:43]1[S:44][CH:45]=[C:46]([CH3:48])[N:47]=1. The catalyst is C(Cl)(Cl)Cl.O. The product is [CH3:1][O:2][C:3]1[CH:4]=[C:5]2[C:10](=[CH:11][C:12]=1[O:13][CH3:14])[N:9]=[CH:8][N:7]=[C:6]2[O:15][C:16]1[CH:22]=[CH:21][C:19]([NH:20][C:34]([NH:42][C:43]2[S:44][CH:45]=[C:46]([CH3:48])[N:47]=2)=[O:40])=[CH:18][CH:17]=1. The yield is 0.200. (3) The product is [F:18][C:15]1[CH:16]=[CH:17][C:12]([C:9]([CH3:11])([CH3:10])[CH2:8][NH:7][C:2]2[S:6][N:5]=[C:4]([C:19]#[N:20])[N:3]=2)=[CH:13][CH:14]=1. The reactants are Br[C:2]1([NH:7][CH2:8][C:9]([C:12]2[CH:17]=[CH:16][C:15]([F:18])=[CH:14][CH:13]=2)([CH3:11])[CH3:10])[S:6][NH:5][CH:4]=[N:3]1.[C:19]([Cu])#[N:20]. The yield is 0.0900. No catalyst specified. (4) The reactants are [CH3:1][C:2]1[O:6][C:5]([C@H:7]([NH2:13])[C:8]2([CH3:12])[CH2:11][O:10][CH2:9]2)=[CH:4][CH:3]=1.[Cl:14][C:15]1[C:20]([C:21]([N:23]([CH3:25])[CH3:24])=[O:22])=[C:19]([OH:26])[C:18]([NH:27][C:28]2[C:31](=O)[C:30](=[O:33])[C:29]=2[O:34]CC)=[CH:17][CH:16]=1. The catalyst is CO. The yield is 0.530. The product is [Cl:14][C:15]1[C:20]([C:21]([N:23]([CH3:25])[CH3:24])=[O:22])=[C:19]([OH:26])[C:18]([NH:27][C:28]2[C:29](=[O:34])[C:30](=[O:33])[C:31]=2[NH:13][C@@H:7]([C:5]2[O:6][C:2]([CH3:1])=[CH:3][CH:4]=2)[C:8]2([CH3:12])[CH2:9][O:10][CH2:11]2)=[CH:17][CH:16]=1. (5) The reactants are C(=O)([O-])[O-].[K+].[K+].[CH2:7]([N:9]=[C:10]=[O:11])[CH3:8].[Cl:12][C:13]1[CH:18]=[C:17]([C:19]([F:22])([F:21])[F:20])[CH:16]=[C:15]([N+:23]([O-:25])=[O:24])[C:14]=1[O:26][C:27]1[CH:31]=[C:30]([CH3:32])[NH:29][N:28]=1.Cl. The catalyst is C(OCC)(=O)C. The product is [CH2:7]([NH:9][C:10]([N:29]1[C:30]([CH3:32])=[CH:31][C:27]([O:26][C:14]2[C:15]([N+:23]([O-:25])=[O:24])=[CH:16][C:17]([C:19]([F:20])([F:21])[F:22])=[CH:18][C:13]=2[Cl:12])=[N:28]1)=[O:11])[CH3:8]. The yield is 0.166. (6) The reactants are C([O:8][C:9]1[C:10](=[O:23])[N:11]([CH3:22])[C:12]([C:15]2[CH:20]=[CH:19][N:18]=[C:17](Cl)[CH:16]=2)=[N:13][CH:14]=1)C1C=CC=CC=1.[BrH:24]. The catalyst is CC(O)=O. The product is [Br:24][C:17]1[CH:16]=[C:15]([C:12]2[N:11]([CH3:22])[C:10](=[O:23])[C:9]([OH:8])=[CH:14][N:13]=2)[CH:20]=[CH:19][N:18]=1. The yield is 6.23. (7) The reactants are CN(C(ON1N=NC2C=CC=CC1=2)=[N+](C)C)C.F[P-](F)(F)(F)(F)F.Cl.O1CCOCC1.[CH:32]1([N:35]2[CH2:40][CH2:39][N:38]([CH2:41][CH2:42][CH2:43][O:44][C:45]3[CH:53]=[CH:52][C:48]([C:49]([OH:51])=O)=[CH:47][C:46]=3[F:54])[CH2:37][CH2:36]2)[CH2:34][CH2:33]1.[CH3:55][N:56]1[C:65]2[NH:64][C:63]3[CH:66]=[CH:67][CH:68]=[CH:69][C:62]=3[NH:61][CH2:60][C:59]=2[CH:58]=[N:57]1.CCN(C(C)C)C(C)C. The catalyst is CN(C=O)C. The product is [CH:32]1([N:35]2[CH2:36][CH2:37][N:38]([CH2:41][CH2:42][CH2:43][O:44][C:45]3[CH:53]=[CH:52][C:48]([C:49]([N:61]4[CH2:60][C:59]5[CH:58]=[N:57][N:56]([CH3:55])[C:65]=5[NH:64][C:63]5[CH:66]=[CH:67][CH:68]=[CH:69][C:62]4=5)=[O:51])=[CH:47][C:46]=3[F:54])[CH2:39][CH2:40]2)[CH2:33][CH2:34]1. The yield is 0.150.